From a dataset of Catalyst prediction with 721,799 reactions and 888 catalyst types from USPTO. Predict which catalyst facilitates the given reaction. (1) Reactant: [NH2:1][C:2]1[CH:7]=[CH:6][C:5]([C:8]([CH2:12][CH3:13])([OH:11])[CH2:9][CH3:10])=[CH:4][C:3]=1[OH:14].[C:15](OC(=O)C)(=[O:17])[CH3:16]. Product: [CH2:9]([C:8]([C:5]1[CH:6]=[CH:7][C:2]([NH:1][C:15](=[O:17])[CH3:16])=[C:3]([OH:14])[CH:4]=1)([OH:11])[CH2:12][CH3:13])[CH3:10]. The catalyst class is: 25. (2) Reactant: [Cl:1][C:2]1[C:3](F)=[CH:4][C:5]([F:12])=[C:6]([CH:11]=1)[C:7]([O:9][CH3:10])=[O:8].[OH:14][CH2:15][CH:16]1[CH2:19][N:18]([C:20]([O:22][C:23]([CH3:26])([CH3:25])[CH3:24])=[O:21])[CH2:17]1.C(=O)([O-])[O-].[K+].[K+]. Product: [Cl:1][C:2]1[CH:11]=[C:6]([C:7]([O:9][CH3:10])=[O:8])[C:5]([F:12])=[CH:4][C:3]=1[O:14][CH2:15][CH:16]1[CH2:19][N:18]([C:20]([O:22][C:23]([CH3:26])([CH3:25])[CH3:24])=[O:21])[CH2:17]1. The catalyst class is: 3. (3) Reactant: [F:1][C:2]([F:7])([F:6])[C:3]([OH:5])=[O:4].[CH3:8][CH:9]1[N:16](C(OC(C)(C)C)=O)[CH2:15][C:12]2([CH2:14][CH2:13]2)[NH:11][C:10]1=[O:24]. Product: [F:1][C:2]([F:7])([F:6])[C:3]([OH:5])=[O:4].[CH3:8][CH:9]1[NH:16][CH2:15][C:12]2([CH2:14][CH2:13]2)[NH:11][C:10]1=[O:24]. The catalyst class is: 4. (4) Reactant: [Cl:1][C:2]1[CH:7]=[C:6]([NH:8][CH3:9])[C:5]([NH2:10])=[CH:4][C:3]=1[F:11].[F:12][C:13]([F:24])([F:23])[C:14]1[C:19]([C:20](O)=[O:21])=[CH:18][N:17]=[CH:16][CH:15]=1.CCN=C=NCCCN(C)C.Cl.C1C=CC2N(O)N=NC=2C=1.CCN(CC)CC. Product: [Cl:1][C:2]1[C:3]([F:11])=[CH:4][C:5]([NH:10][C:20](=[O:21])[C:19]2[C:14]([C:13]([F:24])([F:12])[F:23])=[CH:15][CH:16]=[N:17][CH:18]=2)=[C:6]([NH:8][CH3:9])[CH:7]=1. The catalyst class is: 3. (5) Reactant: [Cl:1][C:2]1[CH:3]=[CH:4][C:5]([C@@:8]([NH:25][C:26](=[O:38])[C:27]2[CH:32]=[CH:31][C:30]([F:33])=[C:29]([C:34]([F:37])([F:36])[F:35])[CH:28]=2)([C:16]2[CH:21]=[C:20]([O:22]C)[CH:19]=[C:18]([F:24])[CH:17]=2)[CH2:9][C:10]2[CH:15]=[CH:14][CH:13]=[CH:12][CH:11]=2)=[N:6][CH:7]=1.B(Br)(Br)Br. Product: [Cl:1][C:2]1[CH:3]=[CH:4][C:5]([C@@:8]([NH:25][C:26](=[O:38])[C:27]2[CH:32]=[CH:31][C:30]([F:33])=[C:29]([C:34]([F:36])([F:35])[F:37])[CH:28]=2)([C:16]2[CH:21]=[C:20]([OH:22])[CH:19]=[C:18]([F:24])[CH:17]=2)[CH2:9][C:10]2[CH:15]=[CH:14][CH:13]=[CH:12][CH:11]=2)=[N:6][CH:7]=1. The catalyst class is: 2. (6) Reactant: Cl[C:2]1[N:7]=[CH:6][C:5]2[C:8]([N:14]3[CH2:20][C:16]4([CH2:19][O:18][CH2:17]4)[CH2:15]3)=[N:9][N:10]([CH:11]([CH3:13])[CH3:12])[C:4]=2[CH:3]=1.[CH:21]1([CH2:24][N:25]2[CH:29]=[C:28]([C:30]3[N:35]=[C:34]([NH2:36])[CH:33]=[CH:32][N:31]=3)[CH:27]=[N:26]2)[CH2:23][CH2:22]1.CC(C)([O-])C.[Na+].C1(P(C2CCCCC2)C2C(OC)=CC=C(OC)C=2C2C(C(C)C)=CC(C(C)C)=CC=2C(C)C)CCCCC1. Product: [CH:21]1([CH2:24][N:25]2[CH:29]=[C:28]([C:30]3[N:35]=[C:34]([NH:36][C:2]4[N:7]=[CH:6][C:5]5[C:8]([N:14]6[CH2:20][C:16]7([CH2:19][O:18][CH2:17]7)[CH2:15]6)=[N:9][N:10]([CH:11]([CH3:13])[CH3:12])[C:4]=5[CH:3]=4)[CH:33]=[CH:32][N:31]=3)[CH:27]=[N:26]2)[CH2:22][CH2:23]1. The catalyst class is: 107.